Dataset: NCI-60 drug combinations with 297,098 pairs across 59 cell lines. Task: Regression. Given two drug SMILES strings and cell line genomic features, predict the synergy score measuring deviation from expected non-interaction effect. Cell line: SF-268. Synergy scores: CSS=-6.76, Synergy_ZIP=2.10, Synergy_Bliss=-4.92, Synergy_Loewe=-12.5, Synergy_HSA=-10.4. Drug 2: CC12CCC3C(C1CCC2O)C(CC4=C3C=CC(=C4)O)CCCCCCCCCS(=O)CCCC(C(F)(F)F)(F)F. Drug 1: CN(C)N=NC1=C(NC=N1)C(=O)N.